Task: Predict the product of the given reaction.. Dataset: Forward reaction prediction with 1.9M reactions from USPTO patents (1976-2016) Given the reactants [NH2:1][C:2]1[C:11]2[C:6](=[C:7](Br)[CH:8]=[CH:9][CH:10]=2)[N:5]=[N:4][C:3]=1[C:13]([NH:15][CH:16]1[CH2:19][CH2:18][CH2:17]1)=[O:14].[F:20][C:21]1[CH:26]=[CH:25][CH:24]=[C:23]([O:27][CH3:28])[C:22]=1B(O)O, predict the reaction product. The product is: [NH2:1][C:2]1[C:11]2[C:6](=[C:7]([C:22]3[C:23]([O:27][CH3:28])=[CH:24][CH:25]=[CH:26][C:21]=3[F:20])[CH:8]=[CH:9][CH:10]=2)[N:5]=[N:4][C:3]=1[C:13]([NH:15][CH:16]1[CH2:19][CH2:18][CH2:17]1)=[O:14].